Task: Predict the reactants needed to synthesize the given product.. Dataset: Full USPTO retrosynthesis dataset with 1.9M reactions from patents (1976-2016) (1) Given the product [F:53][C:54]1[CH:62]=[CH:61][C:57]([C:6]([NH:7][CH2:8][CH2:9][NH:10][C:11]([NH:13][C:14]2[S:15][C:16]3[N:17]=[CH:18][N:19]=[C:20]([O:23][CH3:24])[C:21]=3[N:22]=2)=[O:12])=[O:25])=[CH:56][C:55]=1[C:63]([F:64])([F:65])[F:66], predict the reactants needed to synthesize it. The reactants are: C(O[C:6](=[O:25])[NH:7][CH2:8][CH2:9][NH:10][C:11]([NH:13][C:14]1[S:15][C:16]2[N:17]=[CH:18][N:19]=[C:20]([O:23][CH3:24])[C:21]=2[N:22]=1)=[O:12])(C)(C)C.FC(F)(F)C(O)=O.COC1C2N=C(NC(N3CCC(N)C3)=O)SC=2N=CN=1.[F:53][C:54]1[CH:62]=[CH:61][C:57](C(Cl)=O)=[CH:56][C:55]=1[C:63]([F:66])([F:65])[F:64]. (2) Given the product [NH2:11][C:12]1[CH:17]=[CH:16][CH:15]=[CH:14][C:13]=1[C:2]1[CH:10]=[CH:9][CH:8]=[C:4]([C:5]([OH:7])=[O:6])[CH:3]=1, predict the reactants needed to synthesize it. The reactants are: Cl[C:2]1[CH:3]=[C:4]([CH:8]=[CH:9][CH:10]=1)[C:5]([OH:7])=[O:6].[NH2:11][C:12]1[CH:17]=[CH:16][CH:15]=[CH:14][C:13]=1B(O)O.C([O-])([O-])=O.[K+].[K+]. (3) Given the product [CH3:1][O:2][C:3](=[O:14])[C:4]1[CH:9]=[CH:8][C:7]([CH2:10][Br:22])=[CH:6][C:5]=1[N+:11]([O-:13])=[O:12], predict the reactants needed to synthesize it. The reactants are: [CH3:1][O:2][C:3](=[O:14])[C:4]1[CH:9]=[CH:8][C:7]([CH3:10])=[CH:6][C:5]=1[N+:11]([O-:13])=[O:12].C1C(=O)N([Br:22])C(=O)C1.COC(C)(C)C. (4) Given the product [N:1]1[C:6]2[NH:7][CH:8]=[CH:9][C:5]=2[C:4]([N:10]2[CH2:14][CH2:13][C@@H:12]([N:15]([CH3:23])[C:16]3[N:21]=[CH:20][C:19]([C:24]#[N:25])=[CH:18][N:17]=3)[CH2:11]2)=[N:3][CH:2]=1, predict the reactants needed to synthesize it. The reactants are: [N:1]1[C:6]2[NH:7][CH:8]=[CH:9][C:5]=2[C:4]([N:10]2[CH2:14][CH2:13][C@@H:12]([N:15]([CH3:23])[C:16]3[N:21]=[CH:20][C:19](Br)=[CH:18][N:17]=3)[CH2:11]2)=[N:3][CH:2]=1.[C:24]([Zn]C#N)#[N:25]. (5) Given the product [Cl:25][C:20]1[CH:19]=[C:18]([CH:23]=[CH:22][C:21]=1[Cl:24])[C:17]([NH:16][C:13]1[CH:12]=[CH:11][C:10]([O:9][C:8]2[CH:7]=[CH:6][C:5]([CH2:27][C:28]([O:30][C:31]([CH3:34])([CH3:33])[CH3:32])=[O:29])=[CH:4][C:3]=2[CH2:2][NH:1][C:41](=[O:48])[C:42]2[CH:47]=[CH:46][CH:45]=[N:44][CH:43]=2)=[CH:15][CH:14]=1)=[O:26], predict the reactants needed to synthesize it. The reactants are: [NH2:1][CH2:2][C:3]1[CH:4]=[C:5]([CH2:27][C:28]([O:30][C:31]([CH3:34])([CH3:33])[CH3:32])=[O:29])[CH:6]=[CH:7][C:8]=1[O:9][C:10]1[CH:15]=[CH:14][C:13]([NH:16][C:17](=[O:26])[C:18]2[CH:23]=[CH:22][C:21]([Cl:24])=[C:20]([Cl:25])[CH:19]=2)=[CH:12][CH:11]=1.N1C=CC=CC=1.[C:41](Cl)(=[O:48])[C:42]1[CH:47]=[CH:46][CH:45]=[N:44][CH:43]=1. (6) Given the product [I:1][C:9]1[CH:10]=[C:4]([CH3:3])[C:5]([C:11]([F:12])([F:13])[F:14])=[CH:6][C:7]=1[NH2:8], predict the reactants needed to synthesize it. The reactants are: [I:1]Cl.[CH3:3][C:4]1[CH:10]=[CH:9][C:7]([NH2:8])=[CH:6][C:5]=1[C:11]([F:14])([F:13])[F:12].C(=O)(O)[O-].[Na+]. (7) Given the product [C:8]([S:12][S:13][CH2:14][CH2:15][NH2:16])([CH3:11])([CH3:10])[CH3:9], predict the reactants needed to synthesize it. The reactants are: C(O)(C(F)(F)F)=O.[C:8]([S:12][S:13][CH2:14][CH2:15][NH:16]C(=O)OC(C)(C)C)([CH3:11])([CH3:10])[CH3:9].